Predict the product of the given reaction. From a dataset of Forward reaction prediction with 1.9M reactions from USPTO patents (1976-2016). (1) Given the reactants [CH3:1][C:2]([C:6]1[CH:11]=[CH:10][C:9]([N+:12]([O-])=O)=[CH:8][N:7]=1)([CH3:5])[C:3]#[N:4], predict the reaction product. The product is: [NH2:12][C:9]1[CH:10]=[CH:11][C:6]([C:2]([CH3:5])([CH3:1])[C:3]#[N:4])=[N:7][CH:8]=1. (2) The product is: [NH2:1][C:2]1[N:6]([CH2:7][C:8]([NH2:10])=[S:23])[N:5]=[CH:4][C:3]=1[N+:11]([O-:13])=[O:12]. Given the reactants [NH2:1][C:2]1[N:6]([CH2:7][C:8]([NH2:10])=O)[N:5]=[CH:4][C:3]=1[N+:11]([O-:13])=[O:12].COC1C=CC(P2(SP(C3C=CC(OC)=CC=3)(=S)S2)=[S:23])=CC=1, predict the reaction product. (3) Given the reactants [CH:1]1([CH2:4][CH:5]([C:10]2[CH:15]=[CH:14][C:13]([N+:16]([O-])=O)=[CH:12][N:11]=2)[C:6]([O:8][CH3:9])=[O:7])[CH2:3][CH2:2]1, predict the reaction product. The product is: [NH2:16][C:13]1[CH:14]=[CH:15][C:10]([CH:5]([CH2:4][CH:1]2[CH2:2][CH2:3]2)[C:6]([O:8][CH3:9])=[O:7])=[N:11][CH:12]=1. (4) Given the reactants [H-].[Na+].[OH:3][C:4]1[CH:21]=[CH:20][C:7]2[CH2:8][CH2:9][N:10]([C:13]([O:15][C:16]([CH3:19])([CH3:18])[CH3:17])=[O:14])[CH2:11][CH2:12][C:6]=2[CH:5]=1.Cl[C:23]1[CH:28]=[CH:27][C:26]([I:29])=[CH:25][N:24]=1, predict the reaction product. The product is: [I:29][C:26]1[CH:27]=[CH:28][C:23]([O:3][C:4]2[CH:21]=[CH:20][C:7]3[CH2:8][CH2:9][N:10]([C:13]([O:15][C:16]([CH3:18])([CH3:17])[CH3:19])=[O:14])[CH2:11][CH2:12][C:6]=3[CH:5]=2)=[N:24][CH:25]=1. (5) The product is: [F:8][C:9]1[C:10]([C:33]([F:34])([F:35])[F:36])=[C:11]([CH:16]2[CH2:17][CH2:18][N:19]([C:22]([C:24]3[C:32]4[CH2:31][CH2:30][N:29]([C:37]([O:38][CH3:39])=[O:40])[CH2:28][C:27]=4[NH:26][N:25]=3)=[O:23])[CH2:20][CH2:21]2)[CH:12]=[CH:13][C:14]=1[F:15]. Given the reactants FC(F)(F)C(O)=O.[F:8][C:9]1[C:10]([C:33]([F:36])([F:35])[F:34])=[C:11]([CH:16]2[CH2:21][CH2:20][N:19]([C:22]([C:24]3[C:32]4[CH2:31][CH2:30][NH:29][CH2:28][C:27]=4[NH:26][N:25]=3)=[O:23])[CH2:18][CH2:17]2)[CH:12]=[CH:13][C:14]=1[F:15].[C:37](Cl)(=[O:40])[O:38][CH3:39].FC1C(C(F)(F)F)=C(C2CCN(C(C3C4CCN(C([O-])=O)CC=4NN=3)=O)CC2)C=CC=1F, predict the reaction product. (6) Given the reactants [Cl:1][C:2]1[CH:7]=[CH:6][N:5]=[C:4]([NH2:8])[N:3]=1.[CH3:9][N:10]([CH3:15])[CH2:11][CH2:12][NH:13][CH3:14].C(N(C(C)C)C(C)C)C, predict the reaction product. The product is: [ClH:1].[ClH:1].[CH3:9][N:10]([CH3:15])[CH2:11][CH2:12][N:13]([CH3:14])[C:2]1[CH:7]=[CH:6][N:5]=[C:4]([NH2:8])[N:3]=1. (7) Given the reactants F[C:2]1[CH:7]=[CH:6][C:5]([C:8]2[O:9][C:10]3[CH:16]=[CH:15][CH:14]=[CH:13][C:11]=3[N:12]=2)=[CH:4][C:3]=1[N+:17]([O-])=O.C(#N)C.[N:23]1[CH:28]=[CH:27][CH:26]=[CH:25][C:24]=1[CH2:29][NH2:30].[H][H], predict the reaction product. The product is: [N:23]1[CH:28]=[CH:27][CH:26]=[CH:25][C:24]=1[CH2:29][NH:30][C:2]1[CH:7]=[CH:6][C:5]([C:8]2[O:9][C:10]3[CH:16]=[CH:15][CH:14]=[CH:13][C:11]=3[N:12]=2)=[CH:4][C:3]=1[NH2:17].